From a dataset of Reaction yield outcomes from USPTO patents with 853,638 reactions. Predict the reaction yield, written as a fraction of the theoretical maximum amount of product (1.0 means a 100% yield; for example, 0.34 means a 34% yield). The reactants are [Si:1]([O:8][CH2:9][CH2:10][C:11]#[N:12])([C:4]([CH3:7])([CH3:6])[CH3:5])([CH3:3])[CH3:2].[CH2:13]([Mg]Br)[CH3:14].B(F)(F)F.CCOCC. The catalyst is CCOCC.C([O-])(C)C.C([O-])(C)C.C([O-])(C)C.C([O-])(C)C.[Ti+4]. The product is [Si:1]([O:8][CH2:9][CH2:10][C:11]1([NH2:12])[CH2:14][CH2:13]1)([C:4]([CH3:7])([CH3:6])[CH3:5])([CH3:3])[CH3:2]. The yield is 0.300.